Task: Regression. Given two drug SMILES strings and cell line genomic features, predict the synergy score measuring deviation from expected non-interaction effect.. Dataset: Merck oncology drug combination screen with 23,052 pairs across 39 cell lines (1) Drug 1: C#Cc1cccc(Nc2ncnc3cc(OCCOC)c(OCCOC)cc23)c1. Drug 2: O=C(NOCC(O)CO)c1ccc(F)c(F)c1Nc1ccc(I)cc1F. Cell line: SW837. Synergy scores: synergy=31.6. (2) Drug 1: CN1C(=O)C=CC2(C)C3CCC4(C)C(NC(=O)OCC(F)(F)F)CCC4C3CCC12. Drug 2: O=c1[nH]cc(F)c(=O)[nH]1. Cell line: UWB1289BRCA1. Synergy scores: synergy=5.52.